Dataset: Catalyst prediction with 721,799 reactions and 888 catalyst types from USPTO. Task: Predict which catalyst facilitates the given reaction. Reactant: BrCCC[CH2:5][N:6]1[C:10](=O)[C:9]2=[CH:12][CH:13]=[CH:14][CH:15]=[C:8]2[C:7]1=O.[NH:17]1CCCCC1.[I-].[Na+].C(=O)([O-])[O-].[K+].[K+]. Product: [N:6]1([CH2:7][CH2:8][CH2:15][CH2:14][NH2:17])[CH2:5][CH2:13][CH2:12][CH2:9][CH2:10]1. The catalyst class is: 131.